Dataset: hERG Central: cardiac toxicity at 1µM, 10µM, and general inhibition. Task: Predict hERG channel inhibition at various concentrations. (1) The molecule is COc1cc(C(=O)OCCCN2CCCN(CCCOC(=O)c3cc(OC)c(OC)c(OC)c3)CC2)cc(OC)c1OC.Cl. Results: hERG_inhib (hERG inhibition (general)): blocker. (2) The drug is CC1(C)Cc2c(cnn2-c2ccc(F)cc2)C(NC(=O)c2ccoc2)C1. Results: hERG_inhib (hERG inhibition (general)): blocker. (3) The drug is COc1ccc(CN2CCCC(N3CCN(c4cccc(Cl)c4)CC3)C2)cc1OC. Results: hERG_inhib (hERG inhibition (general)): blocker. (4) The drug is CCOC(=O)c1ccc(N=C2C(=S)N(c3ccc(C(=O)OCC)cc3)C(=N)N2/N=C/c2ccccc2)cc1. Results: hERG_inhib (hERG inhibition (general)): blocker. (5) The compound is O=C(NCCCc1ccccc1)c1ccc(-n2cncn2)c([N+](=O)[O-])c1. Results: hERG_inhib (hERG inhibition (general)): blocker.